From a dataset of Full USPTO retrosynthesis dataset with 1.9M reactions from patents (1976-2016). Predict the reactants needed to synthesize the given product. (1) Given the product [Si:1]([O:8][CH:9]1[CH2:14][CH:13]([CH3:15])[CH2:12][C:11]([C:16]2[CH:21]=[CH:20][N:19]=[CH:18][C:17]=2[NH2:22])=[CH:10]1)([C:4]([CH3:7])([CH3:5])[CH3:6])([CH3:3])[CH3:2], predict the reactants needed to synthesize it. The reactants are: [Si:1]([O:8][CH:9]1[CH2:14][CH:13]([CH3:15])[CH2:12][C:11]([C:16]2[CH:21]=[CH:20][N:19]=[CH:18][C:17]=2[N+:22]([O-])=O)=[CH:10]1)([C:4]([CH3:7])([CH3:6])[CH3:5])([CH3:3])[CH3:2]. (2) Given the product [Br:21][C:17]1[CH:16]=[C:15]([NH:14][C:11]2[C:6]3[CH2:5][N:4]([C:1](=[O:3])[CH3:2])[CH2:9][CH2:8][C:7]=3[NH:24][N:23]=2)[CH:20]=[CH:19][CH:18]=1, predict the reactants needed to synthesize it. The reactants are: [C:1]([N:4]1[CH2:9][CH2:8][C:7](=O)/[C:6](=[C:11](/[NH:14][C:15]2[CH:20]=[CH:19][CH:18]=[C:17]([Br:21])[CH:16]=2)\SC)/[CH2:5]1)(=[O:3])[CH3:2].O.[NH2:23][NH2:24]. (3) Given the product [CH3:8][O:9][C:10]1[CH:11]=[CH:12][C:13]([C:16]2[CH:20]=[C:19]([C:21]([O:23][CH3:1])=[O:22])[O:18][N:17]=2)=[CH:14][CH:15]=1, predict the reactants needed to synthesize it. The reactants are: [CH3:1][Si](C=[N+]=[N-])(C)C.[CH3:8][O:9][C:10]1[CH:15]=[CH:14][C:13]([C:16]2[CH:20]=[C:19]([C:21]([OH:23])=[O:22])[O:18][N:17]=2)=[CH:12][CH:11]=1. (4) Given the product [OH:27][C@@H:21]1[C@H:2]2[N:1]([C:6]([O:8][C:9]3[CH:14]=[CH:13][CH:12]=[CH:11][C:10]=3[CH2:15][CH2:16][CH3:17])=[O:7])[CH2:5][CH2:4][C@H:26]2[O:19][CH2:20]1, predict the reactants needed to synthesize it. The reactants are: [N:1]1([C:6]([O:8][C:9]2[CH:14]=[CH:13][CH:12]=[CH:11][C:10]=2[CH2:15][CH2:16][CH3:17])=[O:7])[CH:5]=[CH:4]N=[CH:2]1.Cl.[O:19]1[C@H:26]2[C@H](NCC2)[C@@H:21]([OH:27])[CH2:20]1.C(N(CC)CC)C. (5) The reactants are: C(OC([N:8]1[CH2:13][CH2:12][CH:11]([C:14]2[CH:19]=[CH:18][C:17]([NH:20][C:21]3[N:38]=[C:24]4[C:25]([C:29]5[CH:34]=[CH:33][C:32]([O:35][CH3:36])=[CH:31][C:30]=5[F:37])=[CH:26][CH:27]=[CH:28][N:23]4[N:22]=3)=[CH:16][CH:15]=2)[CH2:10][CH2:9]1)=O)(C)(C)C.FC(F)(F)C(O)=O. Given the product [F:37][C:30]1[CH:31]=[C:32]([O:35][CH3:36])[CH:33]=[CH:34][C:29]=1[C:25]1[C:24]2[N:23]([N:22]=[C:21]([NH:20][C:17]3[CH:18]=[CH:19][C:14]([CH:11]4[CH2:10][CH2:9][NH:8][CH2:13][CH2:12]4)=[CH:15][CH:16]=3)[N:38]=2)[CH:28]=[CH:27][CH:26]=1, predict the reactants needed to synthesize it. (6) The reactants are: [Br:1][C:2]1[NH:3][C:4]2[C:9]([C:10]=1[CH:11]1[CH2:16][CH2:15][CH2:14][CH2:13][CH2:12]1)=[CH:8][CH:7]=[C:6]([C:17]([O:19][CH3:20])=[O:18])[CH:5]=2.N1C2C(=CC=C(C(OC)=O)C=2)C=C1.C([O-])([O-])=O.[K+].[K+].[C:40]([O:44][C:45]([N:47]([C:54]([O:56][C:57]([CH3:60])([CH3:59])[CH3:58])=[O:55])[C:48](=[CH2:53])[C:49]([O:51][CH3:52])=[O:50])=[O:46])([CH3:43])([CH3:42])[CH3:41]. Given the product [C:40]([O:44][C:45]([N:47]([C:54]([O:56][C:57]([CH3:58])([CH3:60])[CH3:59])=[O:55])[CH:48]([C:49]([O:51][CH3:52])=[O:50])[CH2:53][N:3]1[C:4]2[C:9](=[CH:8][CH:7]=[C:6]([C:17]([O:19][CH3:20])=[O:18])[CH:5]=2)[C:10]([CH:11]2[CH2:16][CH2:15][CH2:14][CH2:13][CH2:12]2)=[C:2]1[Br:1])=[O:46])([CH3:43])([CH3:41])[CH3:42], predict the reactants needed to synthesize it.